From a dataset of Catalyst prediction with 721,799 reactions and 888 catalyst types from USPTO. Predict which catalyst facilitates the given reaction. Reactant: [C:1]1([C:7]([C:9]2[CH:10]=[N:11][C:12]3[C:17]([C:18]=2[C:19]2[CH:24]=[CH:23][CH:22]=[CH:21][CH:20]=2)=[CH:16][CH:15]=[CH:14][C:13]=3[C:25]([F:28])([F:27])[F:26])=[O:8])[CH:6]=[CH:5][CH:4]=[CH:3][CH:2]=1.[BH4-].[Na+]. Product: [C:1]1([CH:7]([C:9]2[CH:10]=[N:11][C:12]3[C:17]([C:18]=2[C:19]2[CH:20]=[CH:21][CH:22]=[CH:23][CH:24]=2)=[CH:16][CH:15]=[CH:14][C:13]=3[C:25]([F:28])([F:26])[F:27])[OH:8])[CH:6]=[CH:5][CH:4]=[CH:3][CH:2]=1. The catalyst class is: 14.